Dataset: Catalyst prediction with 721,799 reactions and 888 catalyst types from USPTO. Task: Predict which catalyst facilitates the given reaction. Reactant: [F:1][C:2]1[CH:7]=[C:6]([N+:8]([O-])=O)[CH:5]=[C:4]([F:11])[C:3]=1[C:12]([CH3:18])([CH3:17])[C:13]([O:15][CH3:16])=[O:14]. Product: [NH2:8][C:6]1[CH:5]=[C:4]([F:11])[C:3]([C:12]([CH3:17])([CH3:18])[C:13]([O:15][CH3:16])=[O:14])=[C:2]([F:1])[CH:7]=1. The catalyst class is: 129.